This data is from Peptide-MHC class II binding affinity with 134,281 pairs from IEDB. The task is: Regression. Given a peptide amino acid sequence and an MHC pseudo amino acid sequence, predict their binding affinity value. This is MHC class II binding data. (1) The peptide sequence is HGRQIRMAKLLGRDP. The MHC is HLA-DQA10102-DQB10602 with pseudo-sequence HLA-DQA10102-DQB10602. The binding affinity (normalized) is 0.682. (2) The peptide sequence is GETLLRAVESYLLAH. The MHC is HLA-DPA10103-DPB10401 with pseudo-sequence HLA-DPA10103-DPB10401. The binding affinity (normalized) is 0.717. (3) The peptide sequence is QSAVVCGRRHSVRIR. The MHC is DRB1_1501 with pseudo-sequence DRB1_1501. The binding affinity (normalized) is 0.403. (4) The binding affinity (normalized) is 0. The MHC is DRB1_0802 with pseudo-sequence DRB1_0802. The peptide sequence is VDCRPFNGGESKLKA. (5) The peptide sequence is RNVFDEVIPTAFKIG. The MHC is DRB1_0301 with pseudo-sequence DRB1_0301. The binding affinity (normalized) is 0.253. (6) The peptide sequence is AAEVLVVLSELPDFL. The MHC is HLA-DQA10501-DQB10302 with pseudo-sequence HLA-DQA10501-DQB10302. The binding affinity (normalized) is 0.424.